Dataset: Full USPTO retrosynthesis dataset with 1.9M reactions from patents (1976-2016). Task: Predict the reactants needed to synthesize the given product. Given the product [F:1][C:2]1[CH:11]=[CH:10][C:5]([CH:6]=[O:8])=[CH:4][C:3]=1[O:12][CH2:19][C:20]([F:23])([F:22])[F:21], predict the reactants needed to synthesize it. The reactants are: [F:1][C:2]1[CH:11]=[CH:10][C:5]([C:6]([O:8]C)=O)=[CH:4][C:3]=1[OH:12].FC(F)(F)S(O[CH2:19][C:20]([F:23])([F:22])[F:21])(=O)=O.C([O-])([O-])=O.[Cs+].[Cs+].OC1C=CC=CC=1C([O-])=O.[H-].[H-].[H-].[H-].[Li+].[Al+3].CS(C)=O.C(Cl)(=O)C(Cl)=O.C(N(CC)CC)C.